From a dataset of Forward reaction prediction with 1.9M reactions from USPTO patents (1976-2016). Predict the product of the given reaction. (1) Given the reactants Cl[CH2:2][C:3]([N:5]1[CH2:10][CH2:9][N:8]([C:11]2[CH:16]=[CH:15][C:14]([Cl:17])=[C:13]([O:18][CH3:19])[CH:12]=2)[CH2:7][CH2:6]1)=[O:4].[NH:20]1[CH2:25][CH2:24][NH:23][CH2:22][CH2:21]1, predict the reaction product. The product is: [Cl:17][C:14]1[CH:15]=[CH:16][C:11]([N:8]2[CH2:9][CH2:10][N:5]([C:3](=[O:4])[CH2:2][N:20]3[CH2:25][CH2:24][NH:23][CH2:22][CH2:21]3)[CH2:6][CH2:7]2)=[CH:12][C:13]=1[O:18][CH3:19]. (2) The product is: [CH3:1][O:2][C:3]([C@H:5]1[CH2:7][C@@H:6]1[C:8]([OH:10])=[O:9])=[O:4]. Given the reactants [CH3:1][O:2][C:3]([C@@H:5]1[CH2:7][C@H:6]1[C:8]([OH:10])=[O:9])=[O:4].COC1C=CC2N=CC=C([C@@H](O)[C@H]3N4C[C@H](C=C)[C@@H](CC4)C3)C=2C=1.CC1CCCCC1, predict the reaction product. (3) Given the reactants [Cl:1][C:2]1[CH:10]=[C:9]([C:11](=[O:21])[CH2:12][CH2:13][C:14]2[CH:19]=[CH:18][CH:17]=[C:16]([OH:20])[CH:15]=2)[CH:8]=[CH:7][C:3]=1[C:4]([OH:6])=O.Cl.[CH3:23][O:24][C:25](=[O:37])[C@H:26]([CH2:28][NH:29][C:30]([C:32]1[S:33][CH:34]=[CH:35][CH:36]=1)=[O:31])[NH2:27].CN(C(ON1N=NC2C=CC=CC1=2)=[N+](C)C)C.F[P-](F)(F)(F)(F)F.C1C=CC2N(O)N=NC=2C=1.C(N(C(C)C)CC)(C)C, predict the reaction product. The product is: [Cl:1][C:2]1[CH:10]=[C:9]([CH:11]([OH:21])[CH2:12][CH2:13][C:14]2[CH:19]=[CH:18][CH:17]=[C:16]([OH:20])[CH:15]=2)[CH:8]=[CH:7][C:3]=1[C:4]([NH:27][C@H:26]([C:25]([O:24][CH3:23])=[O:37])[CH2:28][NH:29][C:30]([C:32]1[S:33][CH:34]=[CH:35][CH:36]=1)=[O:31])=[O:6]. (4) The product is: [CH2:17]([O:16][N:7]([CH2:8][C:9]1[CH:10]=[CH:11][C:12]([F:15])=[CH:13][CH:14]=1)[C:6]([C:5]1[CH2:30][N:31]([CH3:32])[C:3](=[O:21])[C:4]=1[OH:20])=[O:19])[CH3:18]. Given the reactants CO[C:3](=[O:21])[C:4]([OH:20])=[CH:5][C:6](=[O:19])[N:7]([O:16][CH2:17][CH3:18])[CH2:8][C:9]1[CH:14]=[CH:13][C:12]([F:15])=[CH:11][CH:10]=1.C=O.CN.ClC1C=C(C=CC=1Cl)[CH2:30][N:31](C)[C:32](C1CN(C)C(=O)C=1O)=O, predict the reaction product. (5) Given the reactants Br[C:2]1[CH:7]=[CH:6][CH:5]=[CH:4][C:3]=1[CH2:8][C:9]([OH:11])=[O:10].[Br:12][C:13]1[CH:19]=[CH:18][CH:17]=[CH:16][C:14]=1[NH2:15], predict the reaction product. The product is: [Br:12][C:13]1[CH:19]=[CH:18][CH:17]=[CH:16][C:14]=1[NH:15][C:2]1[CH:7]=[CH:6][CH:5]=[CH:4][C:3]=1[CH2:8][C:9]([OH:11])=[O:10].